This data is from Forward reaction prediction with 1.9M reactions from USPTO patents (1976-2016). The task is: Predict the product of the given reaction. (1) Given the reactants [CH3:1][O:2][C:3]([O:6][CH3:7])([CH3:5])[CH3:4].[C:8]12([CH2:18]S(O)(=O)=O)[C:15]([CH3:17])(C)[CH:12]([CH2:13][CH2:14]1)[CH2:11][C:9]2=O.C(=O)([O-])[O-].[Na+].[Na+].[CH3:29][N:30]([CH3:33])C=O, predict the reaction product. The product is: [CH3:4][C:3]1([CH3:5])[O:6][CH:7]([C:17]#[C:15][C:12]2[CH:11]=[CH:9][C:8]([CH2:18][C:29]3[C:14]4[C:8](=[CH:9][CH:11]=[CH:12][CH:13]=4)[CH:15]=[CH:33][N:30]=3)=[CH:14][CH:13]=2)[CH2:1][O:2]1. (2) Given the reactants [CH2:1]([C@:3]12[CH2:19][CH2:18][C:17](=[O:20])[CH:16]=[C:4]1[CH2:5][CH2:6][CH2:7][C:8]1[CH:13]=[C:12]([O:14]C)[CH:11]=[CH:10][C:9]=12)[CH3:2].[CH2:21]([C@@:23]12[CH2:39][CH2:38][C:37](=[O:40])[CH:36]=[C:24]1[CH2:25][CH2:26][CH2:27][C:28]1[CH:33]=[C:32]([O:34]C)[CH:31]=[CH:30][C:29]=12)[CH3:22].N1C=CC=CC=1.[H][H], predict the reaction product. The product is: [CH2:1]([C@:3]12[CH2:19][CH2:18][C:17](=[O:20])[CH2:16][C@H:4]1[CH2:5][CH2:6][CH2:7][C:8]1[CH:13]=[C:12]([OH:14])[CH:11]=[CH:10][C:9]=12)[CH3:2].[CH2:21]([C@@:23]12[CH2:39][CH2:38][C:37](=[O:40])[CH2:36][C@@H:24]1[CH2:25][CH2:26][CH2:27][C:28]1[CH:33]=[C:32]([OH:34])[CH:31]=[CH:30][C:29]=12)[CH3:22]. (3) Given the reactants CCO.[NH2:4][N:5]1[CH:9]=[C:8]([C:10]#[N:11])[CH:7]=[C:6]1[C:12]#[N:13].C(O)(=O)C.[CH:18](N)=[NH:19].C(=O)([O-])[O-].[K+].[K+], predict the reaction product. The product is: [NH2:13][C:12]1[C:6]2=[CH:7][C:8]([C:10]#[N:11])=[CH:9][N:5]2[N:4]=[CH:18][N:19]=1. (4) Given the reactants C[O:2][C:3](=[O:17])[C:4]1[CH:9]=[C:8]([O:10][CH2:11][CH2:12][O:13][CH3:14])[CH:7]=[CH:6][C:5]=1[O:15][CH3:16].[OH-].[Na+].Cl, predict the reaction product. The product is: [CH3:16][O:15][C:5]1[CH:6]=[CH:7][C:8]([O:10][CH2:11][CH2:12][O:13][CH3:14])=[CH:9][C:4]=1[C:3]([OH:17])=[O:2]. (5) The product is: [Br:1][C:2]1[CH:7]=[CH:6][C:5]([CH:8]([C:18]2[CH:19]=[CH:20][C:21]([S:24]([CH3:27])(=[O:26])=[O:25])=[CH:22][CH:23]=2)[NH:9][C@H:10]([C:15]([NH:43][CH2:38][C:37]#[N:36])=[O:17])[CH2:11][CH:12]([CH3:13])[CH3:14])=[CH:4][CH:3]=1. Given the reactants [Br:1][C:2]1[CH:7]=[CH:6][C:5]([CH:8]([C:18]2[CH:23]=[CH:22][C:21]([S:24]([CH3:27])(=[O:26])=[O:25])=[CH:20][CH:19]=2)[NH:9][C@H:10]([C:15]([OH:17])=O)[CH2:11][CH:12]([CH3:14])[CH3:13])=[CH:4][CH:3]=1.CN(C(O[N:36]1N=[N:43][C:38]2C=CC=N[C:37]1=2)=[N+](C)C)C.F[P-](F)(F)(F)(F)F.Cl.NCC#N.C(N(CC)C(C)C)(C)C, predict the reaction product. (6) Given the reactants [CH2:1]([N:8]1[CH2:13][CH2:12][C@@H:11]([CH3:14])[C@@H:10]([NH:15][C:16]2[C:17]3[CH:28]=[CH:27][N:26]([CH2:29][O:30][CH2:31][CH2:32][Si:33]([CH3:36])([CH3:35])[CH3:34])[C:18]=3[N:19]=[CH:20][C:21]=2[CH:22]=[CH:23]OC)[CH2:9]1)[C:2]1[CH:7]=[CH:6][CH:5]=[CH:4][CH:3]=1.CO.C(Cl)(=O)C.C(=O)([O-])O.[Na+], predict the reaction product. The product is: [CH2:1]([N:8]1[CH2:13][CH2:12][C@@H:11]([CH3:14])[C@@H:10]([N:15]2[C:16]3=[C:17]4[CH:28]=[CH:27][N:26]([CH2:29][O:30][CH2:31][CH2:32][Si:33]([CH3:36])([CH3:35])[CH3:34])[C:18]4=[N:19][CH:20]=[C:21]3[CH:22]=[CH:23]2)[CH2:9]1)[C:2]1[CH:3]=[CH:4][CH:5]=[CH:6][CH:7]=1.